The task is: Regression. Given two drug SMILES strings and cell line genomic features, predict the synergy score measuring deviation from expected non-interaction effect.. This data is from NCI-60 drug combinations with 297,098 pairs across 59 cell lines. (1) Drug 1: C1=CC=C(C(=C1)C(C2=CC=C(C=C2)Cl)C(Cl)Cl)Cl. Drug 2: C(CC(=O)O)C(=O)CN.Cl. Cell line: TK-10. Synergy scores: CSS=4.83, Synergy_ZIP=-2.01, Synergy_Bliss=-1.92, Synergy_Loewe=-1.35, Synergy_HSA=-1.26. (2) Drug 1: C1CNP(=O)(OC1)N(CCCl)CCCl. Drug 2: CCC1(C2=C(COC1=O)C(=O)N3CC4=CC5=C(C=CC(=C5CN(C)C)O)N=C4C3=C2)O.Cl. Cell line: MDA-MB-231. Synergy scores: CSS=5.80, Synergy_ZIP=-10.6, Synergy_Bliss=-18.1, Synergy_Loewe=-24.5, Synergy_HSA=-13.9.